Predict the reactants needed to synthesize the given product. From a dataset of Full USPTO retrosynthesis dataset with 1.9M reactions from patents (1976-2016). (1) Given the product [Cl:1][C:2]1[CH:3]=[C:4]2[C:10]([C:11]3[N:16]=[C:15]([NH:17][CH2:18][CH:19]4[CH2:24][C:23]([F:26])([F:25])[CH2:22][CH2:21][NH:20]4)[C:14]([F:34])=[CH:13][N:12]=3)=[CH:9][NH:8][C:5]2=[N:6][CH:7]=1, predict the reactants needed to synthesize it. The reactants are: [Cl:1][C:2]1[CH:3]=[C:4]2[C:10]([C:11]3[N:16]=[C:15]([NH:17][CH2:18][CH:19]4[CH2:24][C:23]([F:26])([F:25])[CH2:22][CH2:21][N:20]4C(OC(C)(C)C)=O)[C:14]([F:34])=[CH:13][N:12]=3)=[CH:9][NH:8][C:5]2=[N:6][CH:7]=1.Cl.CC(O)C. (2) Given the product [CH3:19][C:20]1[CH:25]=[CH:24][C:23]([S:26]([O:11][CH2:10][CH2:9][CH:8]([C:12]2[CH:13]=[CH:14][C:15]([F:18])=[CH:16][CH:17]=2)[C:5]2[CH:6]=[CH:7][C:2]([F:1])=[CH:3][CH:4]=2)(=[O:28])=[O:27])=[CH:22][CH:21]=1, predict the reactants needed to synthesize it. The reactants are: [F:1][C:2]1[CH:7]=[CH:6][C:5]([CH:8]([C:12]2[CH:17]=[CH:16][C:15]([F:18])=[CH:14][CH:13]=2)[CH2:9][CH2:10][OH:11])=[CH:4][CH:3]=1.[CH3:19][C:20]1[CH:25]=[CH:24][C:23]([S:26](Cl)(=[O:28])=[O:27])=[CH:22][CH:21]=1. (3) Given the product [OH:18][NH:17][C:14](=[O:16])[CH2:13][CH2:12][CH2:11][CH2:10][CH2:9][CH2:8][C:6]([C:3]1[CH:4]=[CH:5][O:1][CH:2]=1)=[O:7], predict the reactants needed to synthesize it. The reactants are: [O:1]1[CH:5]=[CH:4][C:3]([C:6]([CH2:8][CH2:9][CH2:10][CH2:11][CH2:12][CH2:13][C:14]([OH:16])=O)=[O:7])=[CH:2]1.[NH2:17][OH:18].Cl. (4) Given the product [N+:1]([C:4]1[CH:9]=[C:8]([N+:10]([O-:12])=[O:11])[CH:7]=[CH:6][C:5]=1/[CH:13]=[CH:20]/[C:17]1[CH:18]=[CH:19][N:14]=[CH:15][CH:16]=1)([O-:3])=[O:2], predict the reactants needed to synthesize it. The reactants are: [N+:1]([C:4]1[CH:9]=[C:8]([N+:10]([O-:12])=[O:11])[CH:7]=[CH:6][C:5]=1[CH3:13])([O-:3])=[O:2].[N:14]1[CH:19]=[CH:18][C:17]([CH:20]=O)=[CH:16][CH:15]=1.N1CCCC1. (5) Given the product [OH:1][C:2]1[CH:3]=[C:4]2[C:5](=[CH:9][CH:10]=1)[C:6](=[O:8])[N:14]([C:15]1[CH:20]=[CH:19][C:18]([OH:21])=[CH:17][CH:16]=1)[C:11]2=[O:13], predict the reactants needed to synthesize it. The reactants are: [OH:1][C:2]1[CH:3]=[C:4]([C:11]([OH:13])=O)[C:5](=[CH:9][CH:10]=1)[C:6]([OH:8])=O.[NH2:14][C:15]1[CH:20]=[CH:19][C:18]([OH:21])=[CH:17][CH:16]=1.O. (6) Given the product [CH3:14][N:12]1[C:11]2[CH:10]=[CH:9][CH:8]=[CH:7][C:6]=2[C:5]2[C:13]1=[CH:1][CH:2]=[CH:3][CH:4]=2, predict the reactants needed to synthesize it. The reactants are: [CH:1]1[C:13]2[NH:12][C:11]3[C:6](=[CH:7][CH:8]=[CH:9][CH:10]=3)[C:5]=2[CH:4]=[CH:3][CH:2]=1.[CH2:14]1N2CCN(CC2)C1. (7) Given the product [OH:28][C:25]1[CH:26]=[CH:27][C:22]([C:20]2[N:19]=[C:18]3[NH:29][N:30]=[C:31](/[CH:32]=[CH:33]/[C:34]4[CH:35]=[C:36]5[C:40]([CH2:39][N:38]([CH3:43])[C:37]5=[O:44])=[CH:41][CH:42]=4)[C:17]3=[C:16]([C:14]([N:11]3[CH2:10][CH2:9][NH:8][CH2:13][CH2:12]3)=[O:15])[CH:21]=2)=[CH:23][CH:24]=1, predict the reactants needed to synthesize it. The reactants are: C(OC([N:8]1[CH2:13][CH2:12][N:11]([C:14]([C:16]2[C:17]3[C:31](/[CH:32]=[CH:33]/[C:34]4[CH:35]=[C:36]5[C:40](=[CH:41][CH:42]=4)[CH2:39][N:38]([CH3:43])[C:37]5=[O:44])=[N:30][N:29](C4CCCCO4)[C:18]=3[N:19]=[C:20]([C:22]3[CH:27]=[CH:26][C:25]([OH:28])=[CH:24][CH:23]=3)[CH:21]=2)=[O:15])[CH2:10][CH2:9]1)=O)(C)(C)C.Cl.C(OCC)C.